This data is from Catalyst prediction with 721,799 reactions and 888 catalyst types from USPTO. The task is: Predict which catalyst facilitates the given reaction. (1) Reactant: [Cl:1][C:2]1[CH:3]=[C:4]([NH:10][C:11]2[N:19]=[CH:18][CH:17]=[CH:16][C:12]=2[C:13]([OH:15])=O)[CH:5]=[CH:6][C:7]=1[O:8][CH3:9].[CH3:20][C:21]([NH2:25])([C:23]#[CH:24])[CH3:22].C1C=CC2N(O)N=NC=2C=1.CCN=C=NCCCN(C)C.CCN(C(C)C)C(C)C. Product: [Cl:1][C:2]1[CH:3]=[C:4]([NH:10][C:11]2[N:19]=[CH:18][CH:17]=[CH:16][C:12]=2[C:13]([NH:25][C:21]([CH3:22])([C:23]#[CH:24])[CH3:20])=[O:15])[CH:5]=[CH:6][C:7]=1[O:8][CH3:9]. The catalyst class is: 2. (2) Reactant: [CH2:1]([O:8][C:9](=[O:33])[CH:10]([NH:14][CH2:15][CH2:16][C@@H:17]1[CH2:22][C@H:21]([CH2:23][C:24]([O:26][C:27]([CH3:30])([CH3:29])[CH3:28])=[O:25])[O:20][C:19]([CH3:32])([CH3:31])[O:18]1)[CH:11]([CH3:13])[CH3:12])[C:2]1[CH:7]=[CH:6][CH:5]=[CH:4][CH:3]=1.[F:34][C:35]1[CH:43]=[CH:42][C:38]([C:39](Cl)=[O:40])=[CH:37][CH:36]=1. Product: [CH2:1]([O:8][C:9](=[O:33])[CH:10]([N:14]([CH2:15][CH2:16][C@@H:17]1[CH2:22][C@H:21]([CH2:23][C:24]([O:26][C:27]([CH3:30])([CH3:29])[CH3:28])=[O:25])[O:20][C:19]([CH3:31])([CH3:32])[O:18]1)[C:39](=[O:40])[C:38]1[CH:42]=[CH:43][C:35]([F:34])=[CH:36][CH:37]=1)[CH:11]([CH3:12])[CH3:13])[C:2]1[CH:3]=[CH:4][CH:5]=[CH:6][CH:7]=1. The catalyst class is: 17. (3) Reactant: [OH:1][C:2]1[N:6]([CH3:7])[N:5]=[C:4]([C:8]2[CH:13]=[CH:12][C:11]([O:14][C:15]([F:18])([F:17])[F:16])=[CH:10][CH:9]=2)[C:3]=1[CH:19]=O.C(=O)(O)[O-].[Na+]. Product: [CH3:7][N:6]1[C:2]([OH:1])=[C:3]([CH3:19])[C:4]([C:8]2[CH:9]=[CH:10][C:11]([O:14][C:15]([F:16])([F:18])[F:17])=[CH:12][CH:13]=2)=[N:5]1. The catalyst class is: 6. (4) Reactant: [C:1]1([C:7]([C:16]2[CH:21]=[CH:20][CH:19]=[C:18]([C:22]([F:25])([F:24])[F:23])[C:17]=2[NH2:26])=[CH:8][CH2:9][C:10]2[CH:15]=[CH:14][CH:13]=[CH:12][CH:11]=2)[CH:6]=[CH:5][CH:4]=[CH:3][CH:2]=1.Cl.[N+:28]([O-])([O-])=O.[Na+].[OH-].[NH4+]. Product: [CH2:9]([C:8]1[N:28]=[N:26][C:17]2[C:16]([C:7]=1[C:1]1[CH:6]=[CH:5][CH:4]=[CH:3][CH:2]=1)=[CH:21][CH:20]=[CH:19][C:18]=2[C:22]([F:24])([F:25])[F:23])[C:10]1[CH:15]=[CH:14][CH:13]=[CH:12][CH:11]=1. The catalyst class is: 86. (5) Reactant: [CH:1]1([CH2:4][OH:5])[CH2:3][CH2:2]1.[H-].[Na+].[Cl:8][C:9]1[CH:14]=[C:13](Cl)[CH:12]=[C:11]([Cl:16])[N:10]=1.O. Product: [Cl:8][C:9]1[CH:14]=[C:13]([O:5][CH2:4][CH:1]2[CH2:3][CH2:2]2)[CH:12]=[C:11]([Cl:16])[N:10]=1. The catalyst class is: 9. (6) Reactant: [C:1]([O:5][C:6](=[O:14])[NH:7][O:8][CH2:9][CH2:10][CH2:11][CH2:12][NH2:13])([CH3:4])([CH3:3])[CH3:2].O=C1CCC(=O)N1[O:22][C:23](=O)[CH2:24][O:25][C:26]1[CH:37]=[CH:36][C:29]2[C:30]([CH3:35])=[CH:31][C:32](=[O:34])[O:33][C:28]=2[CH:27]=1.C(N(C(C)C)C(C)C)C.S([O-])(O)(=O)=O.[Na+]. Product: [C:1]([O:5][C:6](=[O:14])[NH:7][O:8][CH2:9][CH2:10][CH2:11][CH2:12][NH:13][C:23](=[O:22])[CH2:24][O:25][C:26]1[CH:27]=[C:28]2[C:29]([C:30]([CH3:35])=[CH:31][C:32](=[O:34])[O:33]2)=[CH:36][CH:37]=1)([CH3:4])([CH3:2])[CH3:3]. The catalyst class is: 42.